This data is from Catalyst prediction with 721,799 reactions and 888 catalyst types from USPTO. The task is: Predict which catalyst facilitates the given reaction. (1) Reactant: [OH:1][C:2]1[C:11]2[C:6](=[N:7][CH:8]=[CH:9][CH:10]=2)[N:5]([C:12]2[CH:17]=[CH:16][CH:15]=[CH:14][CH:13]=2)[C:4](=[O:18])[CH:3]=1.[N:19]1[CH:24]=[CH:23][C:22]([CH2:25][CH2:26][C:27](O)=[O:28])=[CH:21][CH:20]=1. Product: [OH:1][C:2]1[C:11]2[C:6](=[N:7][CH:8]=[CH:9][CH:10]=2)[N:5]([C:12]2[CH:13]=[CH:14][CH:15]=[CH:16][CH:17]=2)[C:4](=[O:18])[C:3]=1[C:27](=[O:28])[CH2:26][CH2:25][C:22]1[CH:23]=[CH:24][N:19]=[CH:20][CH:21]=1. The catalyst class is: 6. (2) Reactant: Cl[C:2]1[CH:7]=[C:6]([O:8][C:9]2[CH:10]=[N:11][C:12]([N+:15]([O-:17])=[O:16])=[CH:13][CH:14]=2)[CH:5]=[CH:4][N:3]=1.C([O-])([O-])=O.[Cs+].[Cs+].CC(C1C=C(C(C)C)C(C2C=CC=CC=2P(C2CCCCC2)C2CCCCC2)=C(C(C)C)C=1)C.[C:58]([NH2:63])(=[O:62])[CH:59]([CH3:61])[CH3:60]. Product: [N+:15]([C:12]1[N:11]=[CH:10][C:9]([O:8][C:6]2[CH:5]=[CH:4][N:3]=[C:2]([NH:63][C:58](=[O:62])[CH:59]([CH3:61])[CH3:60])[CH:7]=2)=[CH:14][CH:13]=1)([O-:17])=[O:16]. The catalyst class is: 62. (3) Reactant: CC(C)([O-])C.[K+].[OH:7][CH:8]1[CH2:13][CH2:12][CH:11]([C:14]([O:16][CH2:17][CH3:18])=[O:15])[CH2:10][CH2:9]1.F[C:20]1[CH:25]=[CH:24][C:23]([N+:26]([O-:28])=[O:27])=[CH:22][N:21]=1. Product: [N+:26]([C:23]1[CH:24]=[CH:25][C:20]([O:7][CH:8]2[CH2:9][CH2:10][CH:11]([C:14]([O:16][CH2:17][CH3:18])=[O:15])[CH2:12][CH2:13]2)=[N:21][CH:22]=1)([O-:28])=[O:27]. The catalyst class is: 1. (4) Reactant: [F:1][C:2]([C:12]1[CH:17]=[CH:16][C:15](I)=[CH:14][CH:13]=1)([CH3:11])[CH2:3][NH:4][S:5]([CH:8]([CH3:10])[CH3:9])(=[O:7])=[O:6].[C:19]([C:22]1[CH:27]=[CH:26][C:25](B(O)O)=[CH:24][CH:23]=1)([OH:21])=[O:20].C(=O)([O-])[O-].[K+].[K+].Cl. Product: [F:1][C:2]([C:12]1[CH:17]=[CH:16][C:15]([C:25]2[CH:26]=[CH:27][C:22]([C:19]([OH:21])=[O:20])=[CH:23][CH:24]=2)=[CH:14][CH:13]=1)([CH3:11])[CH2:3][NH:4][S:5]([CH:8]([CH3:10])[CH3:9])(=[O:7])=[O:6]. The catalyst class is: 38. (5) Reactant: [Cl:1][C:2]1[N:10]=[C:9]2[C:5]([NH:6][CH:7]=[N:8]2)=[C:4]([Cl:11])[N:3]=1.C(=O)([O-])[O-].[K+].[K+].[CH2:18](Cl)[C:19]1[CH:24]=[CH:23][CH:22]=[CH:21][CH:20]=1. Product: [CH2:18]([N:8]1[CH:7]=[N:6][C:5]2[C:9]1=[N:10][C:2]([Cl:1])=[N:3][C:4]=2[Cl:11])[C:19]1[CH:24]=[CH:23][CH:22]=[CH:21][CH:20]=1.[CH2:18]([N:6]1[C:5]2[C:9](=[N:10][C:2]([Cl:1])=[N:3][C:4]=2[Cl:11])[N:8]=[CH:7]1)[C:19]1[CH:24]=[CH:23][CH:22]=[CH:21][CH:20]=1. The catalyst class is: 3. (6) Reactant: C1C=CC2N(O)N=[N:7]C=2C=1.CCN=C=NCCCN(C)C.Cl.Cl.[C:24]([O:28][C:29]([N:31]([CH2:35][C:36]1[CH:41]=[CH:40][C:39]([NH:42][C:43]2[N:48]=[C:47]([CH2:49][CH2:50][C:51]3[CH:56]=[CH:55][CH:54]=[CH:53][C:52]=3[CH2:57][C:58]([OH:60])=O)[C:46]([C:61]([F:64])([F:63])[F:62])=[CH:45][N:44]=2)=[CH:38][CH:37]=1)[CH2:32][CH2:33][OH:34])=[O:30])([CH3:27])([CH3:26])[CH3:25].CCN(CC)CC.C(=O)([O-])[O-].[NH4+].[NH4+].C([O-])(O)=O.[Na+]. Product: [NH2:7][C:58](=[O:60])[CH2:57][C:52]1[CH:53]=[CH:54][CH:55]=[CH:56][C:51]=1[CH2:50][CH2:49][C:47]1[C:46]([C:61]([F:64])([F:62])[F:63])=[CH:45][N:44]=[C:43]([NH:42][C:39]2[CH:40]=[CH:41][C:36]([CH2:35][N:31]([CH2:32][CH2:33][OH:34])[C:29](=[O:30])[O:28][C:24]([CH3:26])([CH3:25])[CH3:27])=[CH:37][CH:38]=2)[N:48]=1. The catalyst class is: 3. (7) Reactant: S(Cl)([Cl:3])=O.[F:5][C:6]1[CH:7]=[N:8][C:9]2[C:14]([C:15]=1[CH2:16][CH2:17][CH2:18][C:19]1([C:28]([O:30][CH2:31][CH3:32])=[O:29])[CH2:24][CH2:23][N:22]([CH2:25][CH2:26]O)[CH2:21][CH2:20]1)=[CH:13][CH:12]=[CH:11][CH:10]=2.C1CCCCC1. Product: [ClH:3].[Cl:3][CH2:26][CH2:25][N:22]1[CH2:23][CH2:24][C:19]([CH2:18][CH2:17][CH2:16][C:15]2[C:14]3[C:9](=[CH:10][CH:11]=[CH:12][CH:13]=3)[N:8]=[CH:7][C:6]=2[F:5])([C:28]([O:30][CH2:31][CH3:32])=[O:29])[CH2:20][CH2:21]1. The catalyst class is: 4. (8) The catalyst class is: 1. Reactant: [F:1][C:2]([F:24])([F:23])[C:3]1[CH:22]=[CH:21][C:6]([CH2:7][C@H:8]2[CH2:12][CH2:11][C:10](=[O:13])[N:9]2[C:14]([O:16][C:17]([CH3:20])([CH3:19])[CH3:18])=[O:15])=[CH:5][CH:4]=1.[OH-].[NH3:26]. Product: [NH2:26][C:10](=[O:13])[CH2:11][CH2:12][C@@H:8]([NH:9][C:14](=[O:15])[O:16][C:17]([CH3:20])([CH3:19])[CH3:18])[CH2:7][C:6]1[CH:21]=[CH:22][C:3]([C:2]([F:24])([F:23])[F:1])=[CH:4][CH:5]=1.